This data is from Catalyst prediction with 721,799 reactions and 888 catalyst types from USPTO. The task is: Predict which catalyst facilitates the given reaction. (1) Reactant: C(OC(=O)[NH:7][C:8]1([C:11]2[NH:12][CH:13]=[C:14]([C:16]([F:19])([F:18])[F:17])[N:15]=2)[CH2:10][CH2:9]1)(C)(C)C.[C:21]([OH:27])([C:23]([F:26])([F:25])[F:24])=[O:22]. Product: [F:19][C:16]([F:17])([F:18])[C:14]1[N:15]=[C:11]([C:8]2([NH2:7])[CH2:10][CH2:9]2)[NH:12][CH:13]=1.[C:21]([OH:27])([C:23]([F:26])([F:25])[F:24])=[O:22]. The catalyst class is: 2. (2) Reactant: F[C:2]1[CH:7]=[CH:6][CH:5]=[CH:4][C:3]=1[N+:8]([O-])=O.[NH2:11][C@H:12]([C:20](O)=[O:21])[CH2:13][C:14]1[CH:19]=[CH:18][CH:17]=[CH:16][CH:15]=1.C(=O)(O)[O-].[Na+]. Product: [CH2:13]([C@@H:12]1[NH:11][C:2]2[C:3](=[CH:4][CH:5]=[CH:6][CH:7]=2)[NH:8][C:20]1=[O:21])[C:14]1[CH:19]=[CH:18][CH:17]=[CH:16][CH:15]=1. The catalyst class is: 40. (3) Reactant: [Br:1][C:2]1[C:7]2[CH2:8][CH2:9][N:10]([C:13](=[O:18])[C:14]([F:17])([F:16])[F:15])[CH2:11][CH2:12][C:6]=2[C:5]([OH:19])=[CH:4][CH:3]=1.N1C=CC=CC=1.[C:26](OC(=O)C)(=[O:28])[CH3:27]. The catalyst class is: 142. Product: [C:26]([O:19][C:5]1[C:6]2[CH2:12][CH2:11][N:10]([C:13](=[O:18])[C:14]([F:16])([F:17])[F:15])[CH2:9][CH2:8][C:7]=2[C:2]([Br:1])=[CH:3][CH:4]=1)(=[O:28])[CH3:27]. (4) Reactant: [Cl:1][C:2]1[CH:37]=[CH:36][C:5]([CH2:6][CH2:7][N:8]2[CH2:13][CH2:12][N:11]([C:14]3[CH:19]=[CH:18][C:17]4[C:20]5[CH2:21][N:22](C(OC(C)(C)C)=O)[CH2:23][CH2:24][CH2:25][C:26]=5[O:27][C:16]=4[CH:15]=3)[C:10](=[O:35])[CH2:9]2)=[CH:4][CH:3]=1.Cl.CCOCC.C([O-])(O)=O.[Na+]. Product: [Cl:1][C:2]1[CH:37]=[CH:36][C:5]([CH2:6][CH2:7][N:8]2[CH2:13][CH2:12][N:11]([C:14]3[CH:19]=[CH:18][C:17]4[C:20]5[CH2:21][NH:22][CH2:23][CH2:24][CH2:25][C:26]=5[O:27][C:16]=4[CH:15]=3)[C:10](=[O:35])[CH2:9]2)=[CH:4][CH:3]=1. The catalyst class is: 5. (5) Reactant: [CH3:1][O:2][C:3]1[CH:8]=[CH:7][C:6]([N:9]2[C:13]3[C:14]4[CH:15]=[N:16][NH:17][C:18]=4[CH2:19][CH2:20][C:12]=3[C:11]([C:21]([O:23]CC)=O)=[N:10]2)=[CH:5][CH:4]=1.[OH-].[NH4+:27]. Product: [CH3:1][O:2][C:3]1[CH:4]=[CH:5][C:6]([N:9]2[C:13]3[C:14]4[CH:15]=[N:16][NH:17][C:18]=4[CH2:19][CH2:20][C:12]=3[C:11]([C:21]([NH2:27])=[O:23])=[N:10]2)=[CH:7][CH:8]=1. The catalyst class is: 24.